Task: Predict the product of the given reaction.. Dataset: Forward reaction prediction with 1.9M reactions from USPTO patents (1976-2016) (1) Given the reactants [CH3:1][C:2]1[O:3][C:4]([C:10]([F:13])([F:12])[F:11])=[C:5]([C:7]([OH:9])=O)[N:6]=1.O1CCCC1.S(Cl)(Cl)=O.[NH2:23][C:24]1[CH:25]=[C:26]([CH:43]=[CH:44][C:45]=1[Cl:46])[O:27][C:28]1[CH:29]=[CH:30][C:31]2[N:32]([N:34]=[C:35]([NH:37][C:38]([CH:40]3[CH2:42][CH2:41]3)=[O:39])[N:36]=2)[CH:33]=1, predict the reaction product. The product is: [Cl:46][C:45]1[CH:44]=[CH:43][C:26]([O:27][C:28]2[CH:29]=[CH:30][C:31]3[N:32]([N:34]=[C:35]([NH:37][C:38]([CH:40]4[CH2:42][CH2:41]4)=[O:39])[N:36]=3)[CH:33]=2)=[CH:25][C:24]=1[NH:23][C:7]([C:5]1[N:6]=[C:2]([CH3:1])[O:3][C:4]=1[C:10]([F:13])([F:12])[F:11])=[O:9]. (2) Given the reactants [CH3:1][C:2]1[N:7]=[C:6]([C:8]2[C:16]([C:17]3[C:26]4[C:21](=[CH:22][C:23]([OH:27])=[CH:24][CH:25]=4)[N:20]=[CH:19][CH:18]=3)=[C:11]3[CH:12]=[CH:13][CH:14]=[CH:15][N:10]3[N:9]=2)[CH:5]=[CH:4][CH:3]=1.Cl.[CH3:29][N:30]([CH3:35])[CH2:31][CH2:32][CH2:33]Cl.C(=O)([O-])[O-].[Cs+].[Cs+], predict the reaction product. The product is: [NH4+:7].[OH-:27].[CH3:29][N:30]([CH3:35])[CH2:31][CH2:32][CH2:33][O:27][C:23]1[CH:22]=[C:21]2[C:26]([C:17]([C:16]3[C:8]([C:6]4[CH:5]=[CH:4][CH:3]=[C:2]([CH3:1])[N:7]=4)=[N:9][N:10]4[CH:15]=[CH:14][CH:13]=[CH:12][C:11]=34)=[CH:18][CH:19]=[N:20]2)=[CH:25][CH:24]=1.